Predict the product of the given reaction. From a dataset of Forward reaction prediction with 1.9M reactions from USPTO patents (1976-2016). Given the reactants [NH2:1][C:2]1[CH:11]=[CH:10][CH:9]=[C:8]2[C:3]=1[CH:4]=[CH:5][N:6]([C@H:13]([CH:17]([CH3:19])[CH3:18])[C:14]([NH2:16])=[O:15])[C:7]2=[O:12].[CH:20]1([CH2:27][C:28](O)=[O:29])[CH2:26][CH2:25][CH2:24][CH2:23][CH2:22][CH2:21]1.F[P-](F)(F)(F)(F)F.C[N+](C)=C(N(C)C)ON1C2N=CC=CC=2N=N1.C(N(CC)C(C)C)(C)C.CN(C)C=O, predict the reaction product. The product is: [CH:20]1([CH2:27][C:28]([NH:1][C:2]2[CH:11]=[CH:10][CH:9]=[C:8]3[C:3]=2[CH:4]=[CH:5][N:6]([C@H:13]([CH:17]([CH3:19])[CH3:18])[C:14]([NH2:16])=[O:15])[C:7]3=[O:12])=[O:29])[CH2:26][CH2:25][CH2:24][CH2:23][CH2:22][CH2:21]1.